This data is from Catalyst prediction with 721,799 reactions and 888 catalyst types from USPTO. The task is: Predict which catalyst facilitates the given reaction. Reactant: [I-:1].[Na+].CN(C)CCN.Br[C:10]1[CH:11]=[N:12][C:13]([O:16][CH:17]2[CH2:22][CH2:21][N:20]([C:23]([O:25][C:26]([CH3:29])([CH3:28])[CH3:27])=[O:24])[CH2:19][CH2:18]2)=[N:14][CH:15]=1. Product: [I:1][C:10]1[CH:11]=[N:12][C:13]([O:16][CH:17]2[CH2:22][CH2:21][N:20]([C:23]([O:25][C:26]([CH3:29])([CH3:28])[CH3:27])=[O:24])[CH2:19][CH2:18]2)=[N:14][CH:15]=1. The catalyst class is: 246.